Dataset: Peptide-MHC class I binding affinity with 185,985 pairs from IEDB/IMGT. Task: Regression. Given a peptide amino acid sequence and an MHC pseudo amino acid sequence, predict their binding affinity value. This is MHC class I binding data. (1) The peptide sequence is NRDVSFQDL. The MHC is HLA-B18:01 with pseudo-sequence HLA-B18:01. The binding affinity (normalized) is 0.0847. (2) The peptide sequence is TIMSGLVFH. The MHC is Mamu-A2201 with pseudo-sequence Mamu-A2201. The binding affinity (normalized) is 0.